From a dataset of Reaction yield outcomes from USPTO patents with 853,638 reactions. Predict the reaction yield, written as a fraction of the theoretical maximum amount of product (1.0 means a 100% yield; for example, 0.34 means a 34% yield). (1) The reactants are Br[CH2:2][CH2:3][CH2:4][CH2:5][N:6]1[C:10](=[O:11])[C:9]2=[CH:12][CH:13]=[CH:14][CH:15]=[C:8]2[C:7]1=[O:16].[C:17]([NH:24][OH:25])([O:19][C:20]([CH3:23])([CH3:22])[CH3:21])=[O:18].C1CCN2C(=NCCC2)CC1.Cl. The catalyst is O.CC#N. The product is [C:20]([O:19][C:17]([NH:24][O:25][CH2:2][CH2:3][CH2:4][CH2:5][N:6]1[C:10](=[O:11])[C:9]2=[CH:12][CH:13]=[CH:14][CH:15]=[C:8]2[C:7]1=[O:16])=[O:18])([CH3:23])([CH3:22])[CH3:21]. The yield is 0.800. (2) The reactants are Br[C:2]1[CH:7]=[CH:6][C:5]([N:8]2[C:12]([CH2:13][C@@H:14]3[CH2:18][CH2:17][N:16]([C:19]([CH:21]4[CH2:23][CH2:22]4)=[O:20])[CH2:15]3)=[N:11][NH:10][C:9]2=[O:24])=[CH:4][CH:3]=1.[OH:25][C:26]1[CH:27]=[C:28]2[C:33](=[CH:34][CH:35]=1)[CH:32]=[C:31](B(O)O)[CH:30]=[CH:29]2.C(=O)([O-])[O-].[K+].[K+]. The catalyst is O1CCOCC1.C1C=CC(P(C2C=CC=CC=2)[C-]2C=CC=C2)=CC=1.C1C=CC(P(C2C=CC=CC=2)[C-]2C=CC=C2)=CC=1.Cl[Pd]Cl.[Fe+2].ClCCl. The product is [CH:21]1([C:19]([N:16]2[CH2:17][CH2:18][C@@H:14]([CH2:13][C:12]3[N:8]([C:5]4[CH:6]=[CH:7][C:2]([C:31]5[CH:30]=[CH:29][C:28]6[C:33](=[CH:34][CH:35]=[C:26]([OH:25])[CH:27]=6)[CH:32]=5)=[CH:3][CH:4]=4)[C:9](=[O:24])[NH:10][N:11]=3)[CH2:15]2)=[O:20])[CH2:23][CH2:22]1. The yield is 0.230.